Dataset: Forward reaction prediction with 1.9M reactions from USPTO patents (1976-2016). Task: Predict the product of the given reaction. (1) Given the reactants [CH3:1][O:2][C:3]1[CH:32]=[C:31]([O:33][CH3:34])[CH:30]=[CH:29][C:4]=1[CH2:5][NH:6][C:7]1[N:16]=[C:15]([NH:17]NC(=O)CCO)[C:14]2[CH:13]=[CH:12][C:11]3[O:24][C:25]([F:28])([F:27])[O:26][C:10]=3[C:9]=2[N:8]=1, predict the reaction product. The product is: [CH3:1][O:2][C:3]1[CH:32]=[C:31]([O:33][CH3:34])[CH:30]=[CH:29][C:4]=1[CH2:5][NH:6][C:7]1[N:16]2[N:6]=[C:5]([CH2:4][CH2:3][OH:2])[N:17]=[C:15]2[C:14]2[C:9](=[C:10]3[O:26][C:25]([F:28])([F:27])[O:24][C:11]3=[CH:12][CH:13]=2)[N:8]=1. (2) Given the reactants [NH2:1][C@H:2]([C:5]1[N:14]([C:15]2[CH:20]=[CH:19][CH:18]=[C:17]([O:21][CH2:22][C:23]([F:26])([F:25])[F:24])[CH:16]=2)[C:13](=[O:27])[C:12]2[C:7](=[CH:8][CH:9]=[CH:10][C:11]=2[F:28])[N:6]=1)[CH2:3][CH3:4].Cl[C:30]1[C:31]2[CH:38]=[CH:37][NH:36][C:32]=2[N:33]=[CH:34][N:35]=1.C(N(C(C)C)CC)(C)C, predict the reaction product. The product is: [N:33]1[C:32]2[NH:36][CH:37]=[CH:38][C:31]=2[C:30]([NH:1][C@H:2]([C:5]2[N:14]([C:15]3[CH:20]=[CH:19][CH:18]=[C:17]([O:21][CH2:22][C:23]([F:26])([F:24])[F:25])[CH:16]=3)[C:13](=[O:27])[C:12]3[C:7](=[CH:8][CH:9]=[CH:10][C:11]=3[F:28])[N:6]=2)[CH2:3][CH3:4])=[N:35][CH:34]=1. (3) The product is: [NH:1]([C:8]1[N:9]([C:24]2[CH:29]=[CH:28][CH:27]=[CH:26][CH:25]=2)[C:10]2[C:15]([C:16](=[O:18])[CH:17]=1)=[C:14]([C:19]([F:22])([F:21])[F:20])[CH:13]=[C:12]([N:30]1[CH2:35][CH2:34][CH2:33][CH2:32][CH2:31]1)[N:11]=2)[C:2]1[CH:7]=[CH:6][CH:5]=[CH:4][CH:3]=1. Given the reactants [NH:1]([C:8]1[N:9]([C:24]2[CH:29]=[CH:28][CH:27]=[CH:26][CH:25]=2)[C:10]2[C:15]([C:16](=[O:18])[CH:17]=1)=[C:14]([C:19]([F:22])([F:21])[F:20])[CH:13]=[C:12](Cl)[N:11]=2)[C:2]1[CH:7]=[CH:6][CH:5]=[CH:4][CH:3]=1.[NH:30]1[CH2:35][CH2:34][CH2:33][CH2:32][CH2:31]1.Cl, predict the reaction product. (4) Given the reactants [CH:1]1([C:4]([NH:6][C:7]2[O:11][C:10]([C@@H:12]([NH:17]C(=O)OC(C)(C)C)[C:13]([CH3:16])([CH3:15])[CH3:14])=[N:9][N:8]=2)=[O:5])[CH2:3][CH2:2]1.[ClH:25], predict the reaction product. The product is: [ClH:25].[NH2:17][C@H:12]([C:10]1[O:11][C:7]([NH:6][C:4]([CH:1]2[CH2:3][CH2:2]2)=[O:5])=[N:8][N:9]=1)[C:13]([CH3:16])([CH3:15])[CH3:14]. (5) The product is: [CH3:1][N:2]1[CH2:7][CH2:6][N:5]([CH2:8][C:9]2[CH:10]=[CH:11][C:12]([NH:15][C:16]([C:18]3[C:19]4[N:20]=[CH:21][CH:22]=[N:23][C:24]=4[C:25]([C:89]4[C:98]5[C:93](=[CH:94][CH:95]=[CH:96][CH:97]=5)[CH:92]=[N:91][CH:90]=4)=[CH:26][CH:27]=3)=[O:17])=[N:13][CH:14]=2)[CH2:4][CH2:3]1. Given the reactants [CH3:1][N:2]1[CH2:7][CH2:6][N:5]([CH2:8][C:9]2[CH:10]=[CH:11][C:12]([NH:15][C:16]([C:18]3[C:19]4[N:20]=[CH:21][CH:22]=[N:23][C:24]=4[C:25](C4C(Cl)=C(OC)C=C(OC)C=4Cl)=[CH:26][CH:27]=3)=[O:17])=[N:13][CH:14]=2)[CH2:4][CH2:3]1.CN(C(ON1N=NC2C=CC=CC1=2)=[N+](C)C)C.[B-](F)(F)(F)F.C(N1CCN(C2C=C(NC(C3C4N=CC=NC=4C([C:89]4[C:98]5[C:93](=[CH:94][CH:95]=[CH:96][CH:97]=5)[CH:92]=[N:91][CH:90]=4)=CC=3)=O)C=CC=2)CC1)C, predict the reaction product. (6) Given the reactants [CH3:1][O:2][C:3](=[O:31])[CH:4]([C:9]1[CH:14]=[C:13]([O:15][CH2:16][C:17]2[CH:22]=[CH:21][CH:20]=[CH:19][CH:18]=2)[CH:12]=[C:11]([O:23]CC2C=CC=CC=2)[CH:10]=1)[CH2:5][C:6]([CH3:8])=[CH2:7].[OH-].[Na+], predict the reaction product. The product is: [CH3:1][O:2][C:3](=[O:31])[CH:4]([C:9]1[CH:10]=[C:11]([OH:23])[CH:12]=[C:13]([O:15][CH2:16][C:17]2[CH:22]=[CH:21][CH:20]=[CH:19][CH:18]=2)[CH:14]=1)[CH2:5][C:6]([CH3:8])=[CH2:7]. (7) Given the reactants [CH2:1]([O:3][C:4]1[CH:5]=[C:6]([CH:9]=[CH:10][CH:11]=1)[CH:7]=O)[CH3:2].C([NH:31][CH2:32][CH2:33][N:34]1[C:38](=[O:39])[CH2:37][S:36][C:35]1=[O:40])(C1C=CC=CC=1)(C1C=CC=CC=1)C1C=CC=CC=1.N1CCCCC1.NCCN1C(=O)/C(=C/C2C=CC=CC=2)/SC1=O, predict the reaction product. The product is: [NH2:31][CH2:32][CH2:33][N:34]1[C:38](=[O:39])/[C:37](=[CH:7]/[C:6]2[CH:9]=[CH:10][CH:11]=[C:4]([O:3][CH2:1][CH3:2])[CH:5]=2)/[S:36][C:35]1=[O:40]. (8) Given the reactants [F:1][C:2]1[CH:3]=[C:4]([C:8]2[C@:9]3([CH2:25][CH2:24][C@H:23]4[C@@H:14]([CH2:15][CH2:16][C:17]5[CH:18]=[C:19]([C:26]([N:28]([CH3:38])[CH2:29][CH2:30][C:31]([O:33]C(C)(C)C)=[O:32])=[O:27])[CH:20]=[CH:21][C:22]=54)[C@@H:11]3[CH2:12][CH:13]=2)[CH3:10])[CH:5]=[N:6][CH:7]=1.FC(F)(F)C(O)=O, predict the reaction product. The product is: [F:1][C:2]1[CH:3]=[C:4]([C:8]2[C@:9]3([CH2:25][CH2:24][C@H:23]4[C@@H:14]([CH2:15][CH2:16][C:17]5[CH:18]=[C:19]([C:26]([N:28]([CH3:38])[CH2:29][CH2:30][C:31]([OH:33])=[O:32])=[O:27])[CH:20]=[CH:21][C:22]=54)[C@@H:11]3[CH2:12][CH:13]=2)[CH3:10])[CH:5]=[N:6][CH:7]=1. (9) Given the reactants [CH2:1]([C:3]1[CH:8]=[CH:7][C:6]([CH:9]2[CH2:14][NH:13][CH2:12][CH:11]([C:15]([O:17][CH3:18])=[O:16])[CH2:10]2)=[CH:5][CH:4]=1)[CH3:2].[N:19]1([C:25](Cl)=[O:26])[CH2:24][CH2:23][O:22][CH2:21][CH2:20]1, predict the reaction product. The product is: [CH2:1]([C:3]1[CH:4]=[CH:5][C:6]([CH:9]2[CH2:14][N:13]([C:25]([N:19]3[CH2:24][CH2:23][O:22][CH2:21][CH2:20]3)=[O:26])[CH2:12][CH:11]([C:15]([O:17][CH3:18])=[O:16])[CH2:10]2)=[CH:7][CH:8]=1)[CH3:2]. (10) Given the reactants [Cl:1][C:2]1[CH:3]=[C:4]([CH:8]=[CH:9][C:10]=1[Cl:11])[C:5](Cl)=[O:6].[NH2:12][C:13]1[CH:14]=[CH:15][C:16]([CH3:32])=[C:17]([NH:19][C:20]([C:22]2[CH:23]=[C:24]3[C:29](=[CH:30][CH:31]=2)[N:28]=[CH:27][CH:26]=[CH:25]3)=[O:21])[CH:18]=1, predict the reaction product. The product is: [Cl:1][C:2]1[CH:3]=[C:4]([CH:8]=[CH:9][C:10]=1[Cl:11])[C:5]([NH:12][C:13]1[CH:14]=[CH:15][C:16]([CH3:32])=[C:17]([NH:19][C:20]([C:22]2[CH:23]=[C:24]3[C:29](=[CH:30][CH:31]=2)[N:28]=[CH:27][CH:26]=[CH:25]3)=[O:21])[CH:18]=1)=[O:6].